From a dataset of Experimentally validated miRNA-target interactions with 360,000+ pairs, plus equal number of negative samples. Binary Classification. Given a miRNA mature sequence and a target amino acid sequence, predict their likelihood of interaction. (1) The miRNA is hsa-miR-4769-5p with sequence GGUGGGAUGGAGAGAAGGUAUGAG. The protein sequence of the target gene is MAWWKAWIEQEGVTVKSSSHFNPDPDAETLYKAMKGIGTNEQAIIDVLTKRSNTQRQQIAKSFKAQFGKDLTETLKSELSGKFERLIVALMYPPYRYEAKELHDAMKGLGTKEGVIIEILASRTKNQLREIMKAYEEDYGSSLEEDIQADTSGYLERILVCLLQGSRDDVSSFVDPALALQDAQDLYAAGEKIRGTDEMKFITILCTRSATHLLRVFEEYEKIANKSIEDSIKSETHGSLEEAMLTVVKCTQNLHSYFAERLYYAMKGAGTRDGTLIRNIVSRSEIDLNLIKCHFKKMYG.... Result: 0 (no interaction). (2) The miRNA is hsa-miR-4265 with sequence CUGUGGGCUCAGCUCUGGG. The protein sequence of the target gene is MARRYDELPHYPGIVDGPAALASFPETVPAVPGPYGPHRPPQPLPPGLDSDGLKREKDEIYGHPLFPLLALVFEKCELATCSPRDGAGAGLGTPPGGDVCSSDSFNEDIAAFAKQVRSERPLFSSNPELDNLMIQAIQVLRFHLLELEKVHDLCDNFCHRYITCLKGKMPIDLVIEDRDGGCREDFEDYPASCPSLPDQNNMWIRDHEDSGSVHLGTPGPSSGGLASQSGDNSSDQGDGLDTSVASPSSGGEDEDLDQERRRNKKRGIFPKVATNIMRAWLFQHLSHPYPSEEQKKQLAQ.... Result: 0 (no interaction). (3) The miRNA is hsa-miR-8063 with sequence UCAAAAUCAGGAGUCGGGGCUU. Result: 0 (no interaction). The protein sequence of the target gene is MPGIKRILTVTILALCLPSPGNAQAQCTNGFDLDRQSGQCLDIDECRTIPEACRGDMMCVNQNGGYLCIPRTNPVYRGPYSNPYSTPYSGPYPAAAPPLSAPNYPTISRPLICRFGYQMDESNQCVDVDECATDSHQCNPTQICINTEGGYTCSCTDGYWLLEGQCLDIDECRYGYCQQLCANVPGSYSCTCNPGFTLNEDGRSCQDVNECATENPCVQTCVNTYGSFICRCDPGYELEEDGVHCSDMDECSFSEFLCQHECVNQPGTYFCSCPPGYILLDDNRSCQDINECEHRNHTCN.... (4) The miRNA is hsa-miR-181b-3p with sequence CUCACUGAACAAUGAAUGCAA. The protein sequence of the target gene is MGGFFSSIFSSLFGTREMRILILGLDGAGKTTILYRLQVGEVVTTIPTIGFNVETVTYKNLKFQVWDLGGQTSIRPYWRCYYSNTDAVIYVVDSCDRDRIGISKSELVAMLEEEELRKAILVVFANKQDMEQAMTPSEMANALGLPALKDRKWQIFKTSATKGTGLDEAMEWLVETLKSRQ. Result: 0 (no interaction).